From a dataset of Forward reaction prediction with 1.9M reactions from USPTO patents (1976-2016). Predict the product of the given reaction. Given the reactants Br[C:2]1[O:3][C:4]2[C:24]([O:25]C(=O)C)=[C:23]([O:29][CH3:30])[CH:22]=[CH:21][C:5]=2[C:6]=1[C:7](=[O:20])[C:8]1[CH:13]=[C:12]([O:14][CH3:15])[C:11]([O:16][CH3:17])=[C:10]([O:18][CH3:19])[CH:9]=1.Cl.Cl.[NH2:33][CH2:34][CH2:35][NH:36][C:37]([NH2:39])=[NH:38].CC(N(C)C)=O.C(N(CC)C(C)C)(C)C, predict the reaction product. The product is: [OH:25][C:24]1[C:4]2[O:3][C:2]([NH:33][CH2:34][CH2:35][NH:36][C:37]([NH2:39])=[NH:38])=[C:6]([C:7](=[O:20])[C:8]3[CH:13]=[C:12]([O:14][CH3:15])[C:11]([O:16][CH3:17])=[C:10]([O:18][CH3:19])[CH:9]=3)[C:5]=2[CH:21]=[CH:22][C:23]=1[O:29][CH3:30].